This data is from Forward reaction prediction with 1.9M reactions from USPTO patents (1976-2016). The task is: Predict the product of the given reaction. (1) The product is: [CH2:6]([NH:13][CH2:4][C:2]([CH3:3])([OH:5])[CH3:1])[C:7]1[CH:12]=[CH:11][CH:10]=[CH:9][CH:8]=1. Given the reactants [CH3:1][C:2]1([O:5][CH2:4]1)[CH3:3].[CH2:6]([NH2:13])[C:7]1[CH:12]=[CH:11][CH:10]=[CH:9][CH:8]=1, predict the reaction product. (2) Given the reactants [F:1][C:2]1[CH:3]=[CH:4][C:5]([O:11][CH2:12][C:13]2[CH:18]=[CH:17][CH:16]=[CH:15][CH:14]=2)=[C:6]([CH:10]=1)[C:7]([OH:9])=O.[N:19]1[CH:24]=[CH:23][CH:22]=[C:21]([NH2:25])[CH:20]=1.C(Cl)CCl.O, predict the reaction product. The product is: [F:1][C:2]1[CH:3]=[CH:4][C:5]([O:11][CH2:12][C:13]2[CH:18]=[CH:17][CH:16]=[CH:15][CH:14]=2)=[C:6]([CH:10]=1)[C:7]([NH:25][C:21]1[CH:20]=[N:19][CH:24]=[CH:23][CH:22]=1)=[O:9]. (3) Given the reactants [Cl:1][C:2]1[C:10](I)=[CH:9][C:5]([C:6]([OH:8])=[O:7])=[C:4]([CH3:12])[CH:3]=1.C1(C2C(C=O)=CC([C:21](O)=[O:22])=C(C)C=2)CCC1, predict the reaction product. The product is: [Cl:1][C:2]1[C:10]([CH:21]=[O:22])=[CH:9][C:5]([C:6]([OH:8])=[O:7])=[C:4]([CH3:12])[CH:3]=1. (4) Given the reactants [F:1][C:2]1[CH:7]=[C:6]([F:8])[CH:5]=[CH:4][C:3]=1[C:9]([C:11]1[CH:16]=[CH:15][C:14]([O:17][CH3:18])=[CH:13][CH:12]=1)=O.Cl.[NH2:20][OH:21].N1C=CC=CC=1, predict the reaction product. The product is: [F:1][C:2]1[CH:7]=[C:6]([F:8])[CH:5]=[CH:4][C:3]=1[C:9]([C:11]1[CH:16]=[CH:15][C:14]([O:17][CH3:18])=[CH:13][CH:12]=1)=[N:20][OH:21].